This data is from M1 muscarinic receptor agonist screen with 61,833 compounds. The task is: Binary Classification. Given a drug SMILES string, predict its activity (active/inactive) in a high-throughput screening assay against a specified biological target. (1) The drug is Clc1ccc(c2nn(c3sc(C(=O)NC4CC4)cc23)C)cc1. The result is 0 (inactive). (2) The compound is O=C(NC(C12CC3CC(C1)CC(C2)C3)C)N. The result is 0 (inactive). (3) The molecule is s1c2n3c(n(C4CCCCC4)c(=O)c2c2c1CCCC2)nnc3SCC(OCC)=O. The result is 0 (inactive).